Task: Regression. Given a peptide amino acid sequence and an MHC pseudo amino acid sequence, predict their binding affinity value. This is MHC class II binding data.. Dataset: Peptide-MHC class II binding affinity with 134,281 pairs from IEDB The MHC is HLA-DQA10301-DQB10302 with pseudo-sequence HLA-DQA10301-DQB10302. The binding affinity (normalized) is 0.227. The peptide sequence is RLIAFTSEHSHF.